From a dataset of Reaction yield outcomes from USPTO patents with 853,638 reactions. Predict the reaction yield, written as a fraction of the theoretical maximum amount of product (1.0 means a 100% yield; for example, 0.34 means a 34% yield). (1) The product is [NH2:12][S:9]([C:4]1[C:3]([OH:13])=[C:2]([NH:1][C:27]([NH:26][C:19]2[CH:24]=[CH:23][CH:22]=[CH:21][N:20]=2)=[O:28])[CH:7]=[CH:6][C:5]=1[Cl:8])(=[O:11])=[O:10]. The reactants are [NH2:1][C:2]1[C:3]([OH:13])=[C:4]([S:9]([NH2:12])(=[O:11])=[O:10])[C:5]([Cl:8])=[CH:6][CH:7]=1.N(C([C:19]1[CH:24]=[CH:23][CH:22]=[CH:21][N:20]=1)=O)=[N+]=[N-].C[N:26](C)[CH:27]=[O:28]. No catalyst specified. The yield is 0.620. (2) The reactants are [NH:1]1[C:5]2[CH:6]=[CH:7][CH:8]=[CH:9][C:4]=2[N:3]=[C:2]1[C:10]([N:12]1[CH2:15][CH:14]([C:16]2[C:21]([C:22]3[CH:27]=[CH:26][CH:25]=[CH:24][CH:23]=3)=[CH:20][N:19]=[C:18](Cl)[N:17]=2)[CH2:13]1)=[O:11]. The catalyst is CO.[Pd]. The product is [NH:1]1[C:5]2[CH:6]=[CH:7][CH:8]=[CH:9][C:4]=2[N:3]=[C:2]1[C:10]([N:12]1[CH2:15][CH:14]([C:16]2[C:21]([C:22]3[CH:27]=[CH:26][CH:25]=[CH:24][CH:23]=3)=[CH:20][N:19]=[CH:18][N:17]=2)[CH2:13]1)=[O:11]. The yield is 0.550.